From a dataset of Reaction yield outcomes from USPTO patents with 853,638 reactions. Predict the reaction yield, written as a fraction of the theoretical maximum amount of product (1.0 means a 100% yield; for example, 0.34 means a 34% yield). (1) The reactants are Cl[C:2]1[N:7]=[C:6]([NH:8][C:9]2[CH:14]=[CH:13][CH:12]=[CH:11][C:10]=2[NH:15][C:16](=[O:19])[CH:17]=[CH2:18])[C:5]([Cl:20])=[CH:4][N:3]=1.[C:21]([O:25][C:26](=[O:43])[NH:27][CH2:28][CH2:29][CH2:30][O:31][C:32]1[CH:37]=[C:36]([CH3:38])[C:35]([NH2:39])=[CH:34][C:33]=1[C:40](=[O:42])[NH2:41])([CH3:24])([CH3:23])[CH3:22].C(=O)([O-])[O-].[Na+].[Na+].CN(C1C(C2C(P(C3CCCCC3)C3CCCCC3)=CC=CC=2)=CC=CC=1)C. The catalyst is C(O)CCCC.C1C=CC(/C=C/C(/C=C/C2C=CC=CC=2)=O)=CC=1.C1C=CC(/C=C/C(/C=C/C2C=CC=CC=2)=O)=CC=1.C1C=CC(/C=C/C(/C=C/C2C=CC=CC=2)=O)=CC=1.[Pd].[Pd]. The product is [C:21]([O:25][C:26](=[O:43])[NH:27][CH2:28][CH2:29][CH2:30][O:31][C:32]1[CH:37]=[C:36]([CH3:38])[C:35]([NH:39][C:2]2[N:7]=[C:6]([NH:8][C:9]3[CH:14]=[CH:13][CH:12]=[CH:11][C:10]=3[NH:15][C:16](=[O:19])[CH:17]=[CH2:18])[C:5]([Cl:20])=[CH:4][N:3]=2)=[CH:34][C:33]=1[C:40](=[O:42])[NH2:41])([CH3:24])([CH3:22])[CH3:23]. The yield is 0.620. (2) The reactants are [C:1]([C:3]1[CH:4]=[C:5]([N:9]2[CH2:14][CH2:13][N:12]([CH2:15][CH2:16][CH:17]3[CH2:22][CH2:21][CH:20]([NH:23][C:24](=O)[CH2:25][CH2:26][CH2:27][O:28][CH3:29])[CH2:19][CH2:18]3)[CH2:11][CH2:10]2)[CH:6]=[CH:7][CH:8]=1)#[N:2].CS(C)=[O:33].C(=O)([O-])[O-].[K+].[K+].[H][H]. The catalyst is O. The product is [CH3:29][O:28][CH2:27][CH2:26][CH2:25][CH2:24][NH:23][CH:20]1[CH2:19][CH2:18][CH:17]([CH2:16][CH2:15][N:12]2[CH2:11][CH2:10][N:9]([C:5]3[CH:4]=[C:3]([CH:8]=[CH:7][CH:6]=3)[C:1]([NH2:2])=[O:33])[CH2:14][CH2:13]2)[CH2:22][CH2:21]1. The yield is 0.170. (3) The product is [Cl:18][C:19]1[C:20]([F:26])=[C:21]([CH:23]=[CH:24][CH:25]=1)[NH:22][C:8]1[C:7]2[C:12](=[CH:13][C:14]([O:15][CH3:16])=[C:5]([OH:4])[CH:6]=2)[N:11]=[CH:10][N:9]=1. The yield is 0.950. The catalyst is C(#N)C. The reactants are C([O:4][C:5]1[CH:6]=[C:7]2[C:12](=[CH:13][C:14]=1[O:15][CH3:16])[N:11]=[CH:10][N:9]=[C:8]2Cl)(=O)C.[Cl:18][C:19]1[C:20]([F:26])=[C:21]([CH:23]=[CH:24][CH:25]=1)[NH2:22].Cl.N. (4) The reactants are [Cl:1][CH2:2][CH2:3][C:4]([C:6]1[CH:11]=[CH:10][CH:9]=[CH:8][CH:7]=1)=[O:5].[CH2:12]([Mg]Br)[CH:13]=[CH2:14]. The catalyst is C1COCC1. The product is [Cl:1][CH2:2][CH2:3][C:4]([C:6]1[CH:11]=[CH:10][CH:9]=[CH:8][CH:7]=1)([OH:5])[CH2:14][CH:13]=[CH2:12]. The yield is 0.860. (5) The reactants are [CH3:1][C:2]1[C:3]([NH2:8])=[N:4][CH:5]=[CH:6][CH:7]=1.[N+:9]([O-])([OH:11])=[O:10].N. The catalyst is S(=O)(=O)(O)O. The product is [CH3:1][C:2]1[C:3]([NH2:8])=[N:4][CH:5]=[C:6]([N+:9]([O-:11])=[O:10])[CH:7]=1. The yield is 0.350.